This data is from Full USPTO retrosynthesis dataset with 1.9M reactions from patents (1976-2016). The task is: Predict the reactants needed to synthesize the given product. (1) The reactants are: [CH3:1][O:2][C:3]1[CH:4]=[CH:5][C:6]2[N:12]3[CH:13]=[N:14][C:15]([C:16]([OH:18])=O)=[C:11]3[C@@H:10]3[CH2:19][CH2:20][CH2:21][N:9]3[C:8](=[O:22])[C:7]=2[CH:23]=1.S(Cl)(Cl)=O.[CH3:28][NH:29][CH3:30].CCN(CC)CC. Given the product [CH3:28][N:29]([CH3:30])[C:16]([C:15]1[N:14]=[CH:13][N:12]2[C:6]3[CH:5]=[CH:4][C:3]([O:2][CH3:1])=[CH:23][C:7]=3[C:8](=[O:22])[N:9]3[CH2:21][CH2:20][CH2:19][C@H:10]3[C:11]=12)=[O:18], predict the reactants needed to synthesize it. (2) Given the product [CH3:1][N:2]([CH3:18])[C:3]1([C:11]2[CH:16]=[CH:15][CH:14]=[C:13]([F:17])[CH:12]=2)[CH2:8][CH2:7][C:6]([CH3:19])([CH:9]=[O:10])[CH2:5][CH2:4]1, predict the reactants needed to synthesize it. The reactants are: [CH3:1][N:2]([CH3:18])[C:3]1([C:11]2[CH:16]=[CH:15][CH:14]=[C:13]([F:17])[CH:12]=2)[CH2:8][CH2:7][CH:6]([CH:9]=[O:10])[CH2:5][CH2:4]1.[C:19](O[K])(C)(C)C.CI. (3) Given the product [F:21][C:22]1[CH:23]=[C:24]([C:37]2[CH:38]=[CH:39][C:40]([S:43]([CH3:46])(=[O:45])=[O:44])=[CH:41][CH:42]=2)[CH:25]=[CH:26][C:27]=1[C:28]1[O:29][C:30]([CH3:36])=[C:31]([CH2:33][CH2:34][N:12]2[CH2:8][CH2:14][CH2:13][CH:11]2[CH3:10])[N:32]=1, predict the reactants needed to synthesize it. The reactants are: BrC1C=CC([C:8]2O[C:10](C)=[C:11]([CH2:13][CH2:14]OS(C)(=O)=O)[N:12]=2)=CC=1.[F:21][C:22]1[CH:23]=[C:24]([C:37]2[CH:42]=[CH:41][C:40]([S:43]([CH3:46])(=[O:45])=[O:44])=[CH:39][CH:38]=2)[CH:25]=[CH:26][C:27]=1[C:28]1[O:29][C:30]([CH3:36])=[C:31]([CH2:33][CH2:34]O)[N:32]=1.